From a dataset of Full USPTO retrosynthesis dataset with 1.9M reactions from patents (1976-2016). Predict the reactants needed to synthesize the given product. (1) Given the product [CH2:28]([S:30][C:2]1[C:11]([C:12]([O:14][CH2:15][CH3:16])=[O:13])=[C:10]([CH3:17])[C:9]2[C:4](=[CH:5][C:6]([C:18]([F:21])([F:20])[F:19])=[CH:7][N:8]=2)[N:3]=1)[CH3:29], predict the reactants needed to synthesize it. The reactants are: Cl[C:2]1[C:11]([C:12]([O:14][CH2:15][CH3:16])=[O:13])=[C:10]([CH3:17])[C:9]2[C:4](=[CH:5][C:6]([C:18]([F:21])([F:20])[F:19])=[CH:7][N:8]=2)[N:3]=1.C([O-])([O-])=O.[K+].[K+].[CH2:28]([SH:30])[CH3:29]. (2) The reactants are: Cl.Cl.[CH3:3][C:4]1[N:8]([CH:9]2[CH2:15][CH:14]3[N:16]([CH2:17][CH2:18][C:19]4([C:25]5[CH:30]=[CH:29][CH:28]=[CH:27][CH:26]=5)[CH2:24][CH2:23][NH:22][CH2:21][CH2:20]4)[CH:11]([CH2:12][CH2:13]3)[CH2:10]2)[C:7]2[CH:31]=[CH:32][CH:33]=[CH:34][C:6]=2[N:5]=1.C(N(CC)CC)C.O.[C:43]([OH:47])(=[O:46])[CH:44]=O.[C:48]1(B(O)O)[CH:53]=[CH:52][CH:51]=[CH:50][CH:49]=1. Given the product [CH3:3][C:4]1[N:8]([CH:9]2[CH2:15][CH:14]3[N:16]([CH2:17][CH2:18][C:19]4([C:25]5[CH:30]=[CH:29][CH:28]=[CH:27][CH:26]=5)[CH2:20][CH2:21][N:22]([CH:44]([C:48]5[CH:53]=[CH:52][CH:51]=[CH:50][CH:49]=5)[C:43]([OH:47])=[O:46])[CH2:23][CH2:24]4)[CH:11]([CH2:12][CH2:13]3)[CH2:10]2)[C:7]2[CH:31]=[CH:32][CH:33]=[CH:34][C:6]=2[N:5]=1, predict the reactants needed to synthesize it. (3) Given the product [CH2:13]([C:7]1([CH2:15][CH3:16])[C:6]2[CH:17]=[C:2]([NH:1][C:19]3[CH:26]=[CH:25][C:22]([C:23]#[N:24])=[C:21]([F:27])[CH:20]=3)[CH:3]=[CH:4][C:5]=2[N:10]([CH3:11])[C:9](=[O:12])[O:8]1)[CH3:14], predict the reactants needed to synthesize it. The reactants are: [NH2:1][C:2]1[CH:3]=[CH:4][C:5]2[N:10]([CH3:11])[C:9](=[O:12])[O:8][C:7]([CH2:15][CH3:16])([CH2:13][CH3:14])[C:6]=2[CH:17]=1.Br[C:19]1[CH:26]=[CH:25][C:22]([C:23]#[N:24])=[C:21]([F:27])[CH:20]=1.